This data is from Forward reaction prediction with 1.9M reactions from USPTO patents (1976-2016). The task is: Predict the product of the given reaction. (1) Given the reactants F[C:2]1[CH:7]=[C:6]([C:8]2[S:16][C:15]3[C:14]([N:17]4[CH2:22][CH2:21][O:20][CH2:19][CH2:18]4)=[N:13][C:12]([C:23]4[CH:24]=[N:25][C:26]([NH2:29])=[N:27][CH:28]=4)=[N:11][C:10]=3[CH:9]=2)[CH:5]=[CH:4][N:3]=1.[CH3:30][N:31]([CH3:35])[CH2:32][CH2:33][NH2:34], predict the reaction product. The product is: [NH2:29][C:26]1[N:25]=[CH:24][C:23]([C:12]2[N:13]=[C:14]([N:17]3[CH2:22][CH2:21][O:20][CH2:19][CH2:18]3)[C:15]3[S:16][C:8]([C:6]4[CH:5]=[CH:4][N:3]=[C:2]([NH:34][CH2:33][CH2:32][N:31]([CH3:35])[CH3:30])[CH:7]=4)=[CH:9][C:10]=3[N:11]=2)=[CH:28][N:27]=1. (2) Given the reactants [Cl:1][C:2]1[CH:3]=[C:4]([CH:7]=[CH:8][C:9]=1F)[C:5]#[N:6].[NH2:11][CH:12]([CH3:15])[CH2:13][OH:14].O, predict the reaction product. The product is: [Cl:1][C:2]1[CH:3]=[C:4]([CH:7]=[CH:8][C:9]=1[NH:11][CH:12]([CH3:15])[CH2:13][OH:14])[C:5]#[N:6]. (3) The product is: [N-:14]=[N+:15]=[N-:16].[Na+:32].[N:17]1[CH:22]=[CH:21][CH:20]=[CH:19][C:18]=1[N:14]=[N+:15]=[N-:16]. Given the reactants N1C=CC(C2SC=C(C([N:14]=[N+:15]=[N-:16])=O)N=2)=CC=1.[N:17]1[CH:22]=[CH:21][CH:20]=[CH:19][C:18]=1C1SC=C(C(O)=O)N=1.[OH-].[Na+:32].C(Cl)(=O)C(Cl)=O, predict the reaction product. (4) Given the reactants [OH:1][C:2]1([C:15]#[C:16][C:17]2[C:18]([F:34])=[CH:19][C:20]3[O:29][CH2:28][CH2:27][N:26]4[C:22](=[N:23][C:24]([C:30]([NH2:32])=[O:31])=[CH:25]4)[C:21]=3[CH:33]=2)[CH2:5][CH:4]([O:6]C(=O)C2C=CC=CC=2)[CH2:3]1, predict the reaction product. The product is: [OH:1][C:2]1([C:15]#[C:16][C:17]2[C:18]([F:34])=[CH:19][C:20]3[O:29][CH2:28][CH2:27][N:26]4[C:22](=[N:23][C:24]([C:30]([NH2:32])=[O:31])=[CH:25]4)[C:21]=3[CH:33]=2)[CH2:3][CH:4]([OH:6])[CH2:5]1. (5) The product is: [N+:8]([C:5]1[CH:6]=[CH:7][C:2]([O:32][CH2:31][C:28]2[CH:29]=[CH:30][O:26][CH:27]=2)=[C:3]([C:11]2[O:12][C:13]3[CH:19]=[CH:18][C:17]([C:20]4[CH:25]=[CH:24][CH:23]=[CH:22][CH:21]=4)=[CH:16][C:14]=3[N:15]=2)[CH:4]=1)([O-:10])=[O:9]. Given the reactants F[C:2]1[CH:7]=[CH:6][C:5]([N+:8]([O-:10])=[O:9])=[CH:4][C:3]=1[C:11]1[O:12][C:13]2[CH:19]=[CH:18][C:17]([C:20]3[CH:25]=[CH:24][CH:23]=[CH:22][CH:21]=3)=[CH:16][C:14]=2[N:15]=1.[O:26]1[CH:30]=[CH:29][C:28]([CH2:31][OH:32])=[CH:27]1, predict the reaction product. (6) Given the reactants F[C:2]1[CH:9]=[CH:8][C:5]([C:6]#[N:7])=[C:4]([CH3:10])[N:3]=1.Cl.[NH2:12][C@H:13]([C:15]1[C:16](=[O:26])[NH:17][C:18]2[C:23]([CH:24]=1)=[CH:22][C:21]([Cl:25])=[CH:20][CH:19]=2)[CH3:14].CS(C)=O.CCN(C(C)C)C(C)C, predict the reaction product. The product is: [Cl:25][C:21]1[CH:22]=[C:23]2[C:18](=[CH:19][CH:20]=1)[NH:17][C:16](=[O:26])[C:15]([C@@H:13]([NH:12][C:2]1[CH:9]=[CH:8][C:5]([C:6]#[N:7])=[C:4]([CH3:10])[N:3]=1)[CH3:14])=[CH:24]2. (7) Given the reactants [OH-].[Na+].[N+:3]([CH2:6][CH2:7][CH2:8][CH2:9][CH2:10][CH2:11][CH2:12][CH2:13][CH2:14][CH2:15][CH2:16][CH2:17][CH2:18][CH2:19][CH2:20][CH2:21][CH2:22][CH3:23])([O-:5])=[O:4].[C:24]([O:28][CH3:29])(=[O:27])[CH:25]=[CH2:26], predict the reaction product. The product is: [N+:3]([CH:6]([CH2:7][CH2:8][CH2:9][CH2:10][CH2:11][CH2:12][CH2:13][CH2:14][CH2:15][CH2:16][CH2:17][CH2:18][CH2:19][CH2:20][CH2:21][CH2:22][CH3:23])[CH2:26][CH2:25][C:24]([O:28][CH3:29])=[O:27])([O-:5])=[O:4].